Dataset: Forward reaction prediction with 1.9M reactions from USPTO patents (1976-2016). Task: Predict the product of the given reaction. (1) The product is: [C:17]1([NH:23][C:24]([NH:16][C:13]2[CH:14]=[CH:15][C:9]3[O:8][C:7]([C:1]4[CH:2]=[CH:3][CH:4]=[CH:5][CH:6]=4)=[N:11][C:10]=3[CH:12]=2)=[O:25])[CH:22]=[CH:21][CH:20]=[CH:19][CH:18]=1. Given the reactants [C:1]1([C:7]2[O:8][C:9]3[CH:15]=[CH:14][C:13]([NH2:16])=[CH:12][C:10]=3[N:11]=2)[CH:6]=[CH:5][CH:4]=[CH:3][CH:2]=1.[C:17]1([N:23]=[C:24]=[O:25])[CH:22]=[CH:21][CH:20]=[CH:19][CH:18]=1, predict the reaction product. (2) Given the reactants [NH2:1][CH2:2][C@@H:3]([C:5]1[CH:14]=[CH:13][C:12]([OH:15])=[C:11]2[C:6]=1[CH:7]=[CH:8][C:9](=[O:16])[NH:10]2)[OH:4].[CH2:17]([N:19]1[C:23]2=[N:24][C:25]([CH2:47][CH3:48])=[C:26]([CH2:35][NH:36][C:37](=[O:46])[C:38]3[CH:43]=[CH:42][C:41]([CH:44]=O)=[CH:40][CH:39]=3)[C:27]([NH:28][CH:29]3[CH2:34][CH2:33][O:32][CH2:31][CH2:30]3)=[C:22]2[CH:21]=[N:20]1)[CH3:18], predict the reaction product. The product is: [CH2:17]([N:19]1[C:23]2=[N:24][C:25]([CH2:47][CH3:48])=[C:26]([CH2:35][NH:36][C:37](=[O:46])[C:38]3[CH:39]=[CH:40][C:41]([CH2:44][NH:1][CH2:2][C@H:3]([OH:4])[C:5]4[CH:14]=[CH:13][C:12]([OH:15])=[C:11]5[C:6]=4[CH:7]=[CH:8][C:9](=[O:16])[NH:10]5)=[CH:42][CH:43]=3)[C:27]([NH:28][CH:29]3[CH2:34][CH2:33][O:32][CH2:31][CH2:30]3)=[C:22]2[CH:21]=[N:20]1)[CH3:18]. (3) Given the reactants [CH3:1][C:2]1[CH:3]=[C:4]([N:8]2[CH2:13][CH2:12][NH:11][CH2:10][CH2:9]2)[CH:5]=[CH:6][CH:7]=1.[C:14]1([C:22]2[CH:27]=[CH:26][CH:25]=[CH:24][CH:23]=2)[CH:19]=[CH:18][CH:17]=[C:16]([CH:20]=O)[CH:15]=1.[BH-](OC(C)=O)(OC(C)=O)OC(C)=O.[Na+].C1(C2C=CC=CC=2)C=CC=CC=1CN1CCN(C2C=CC=CC=2)CC1, predict the reaction product. The product is: [C:14]1([C:22]2[CH:23]=[CH:24][CH:25]=[CH:26][CH:27]=2)[CH:19]=[CH:18][CH:17]=[C:16]([CH2:20][N:11]2[CH2:12][CH2:13][N:8]([C:4]3[CH:5]=[CH:6][CH:7]=[C:2]([CH3:1])[CH:3]=3)[CH2:9][CH2:10]2)[CH:15]=1. (4) Given the reactants [C:1]([O:5][C:6]([N:8]1[CH2:13][CH2:12][CH:11]([C:14]([N:16]2[CH2:20][C@@H:19]([N:21]([CH2:32][CH3:33])[C:22]([O:24][C:25]3[CH:30]=[CH:29][C:28]([F:31])=[CH:27][CH:26]=3)=[O:23])[C@H:18]([C:34]3[CH:39]=[CH:38][C:37]([Cl:40])=[CH:36][CH:35]=3)[CH2:17]2)=[O:15])[CH2:10][CH2:9]1)=[O:7])([CH3:4])([CH3:3])[CH3:2].[C:41](OC(N1CCC(C(O)=O)CC1)=O)(C)(C)C, predict the reaction product. The product is: [C:1]([O:5][C:6]([N:8]1[CH2:9][CH2:10][CH:11]([C:14]([N:16]2[CH2:20][C@@H:19]([N:21]([CH:32]3[CH2:41][CH2:33]3)[C:22]([O:24][C:25]3[CH:26]=[CH:27][C:28]([F:31])=[CH:29][CH:30]=3)=[O:23])[C@H:18]([C:34]3[CH:39]=[CH:38][C:37]([Cl:40])=[CH:36][CH:35]=3)[CH2:17]2)=[O:15])[CH2:12][CH2:13]1)=[O:7])([CH3:2])([CH3:3])[CH3:4]. (5) Given the reactants [OH:1][CH:2]([C:5]1[CH:10]=[CH:9][CH:8]=[CH:7][C:6]=1[N:11]1[CH2:16][CH2:15][O:14][C:13]2[CH:17]=[C:18]([S:21]([N:24](CC3C=CC(OC)=CC=3)[C:25]3[S:26][CH:27]=[CH:28][N:29]=3)(=[O:23])=[O:22])[CH:19]=[CH:20][C:12]1=2)[CH2:3][OH:4].C(O)(C(F)(F)F)=O, predict the reaction product. The product is: [OH:1][CH:2]([C:5]1[CH:10]=[CH:9][CH:8]=[CH:7][C:6]=1[N:11]1[CH2:16][CH2:15][O:14][C:13]2[CH:17]=[C:18]([S:21]([NH:24][C:25]3[S:26][CH:27]=[CH:28][N:29]=3)(=[O:22])=[O:23])[CH:19]=[CH:20][C:12]1=2)[CH2:3][OH:4]. (6) Given the reactants C[Si](C)(C)N[Si](C)(C)C.[Li].Cl[C:12]1[CH:13]=[C:14]([CH:27]=[CH:28][C:29]=1[Cl:30])[CH2:15][N:16]1[C:21](=[O:22])[CH:20]=[C:19]2[S:23][CH:24]=[CH:25][N:18]2[C:17]1=[O:26].[CH2:31]([N:38]=[C:39]=[O:40])[C:32]1[CH:37]=[CH:36][CH:35]=[CH:34][CH:33]=1.[Cl-].[NH4+], predict the reaction product. The product is: [CH2:31]([NH:38][C:39]([C:24]1[S:23][C:19]2[N:18]([C:17](=[O:26])[N:16]([CH2:15][C:14]3[CH:27]=[CH:28][C:29]([Cl:30])=[CH:12][CH:13]=3)[C:21](=[O:22])[CH:20]=2)[CH:25]=1)=[O:40])[C:32]1[CH:37]=[CH:36][CH:35]=[CH:34][CH:33]=1. (7) Given the reactants Br[C:2]1[CH:15]=[CH:14][C:5]([O:6][CH2:7][C:8]2[CH:13]=[CH:12][CH:11]=[CH:10][CH:9]=2)=[C:4]([N+:16]([O-:18])=[O:17])[CH:3]=1.[N:19]1[CH:24]=[CH:23][C:22](B(O)O)=[CH:21][CH:20]=1.C(=O)([O-])[O-].[Cs+].[Cs+], predict the reaction product. The product is: [CH2:7]([O:6][C:5]1[CH:14]=[CH:15][C:2]([C:22]2[CH:23]=[CH:24][N:19]=[CH:20][CH:21]=2)=[CH:3][C:4]=1[N+:16]([O-:18])=[O:17])[C:8]1[CH:13]=[CH:12][CH:11]=[CH:10][CH:9]=1.